This data is from Forward reaction prediction with 1.9M reactions from USPTO patents (1976-2016). The task is: Predict the product of the given reaction. (1) Given the reactants [P:1]([OH:43])([OH:42])([O:3][CH2:4][O:5][C:6]1[CH:11]=[CH:10][CH:9]=[C:8]([C:12]2[N:13]=[C:14]3[N:18]([C:19]=2[C:20]2[CH:25]=[CH:24][N:23]=[C:22]([NH:26][C@@H:27]4[CH2:32][CH2:31][CH2:30][N:29]([S:33]([C:36]5[CH:40]=[CH:39][N:38]([CH3:41])[N:37]=5)(=[O:35])=[O:34])[CH2:28]4)[N:21]=2)[CH:17]=[CH:16][O:15]3)[CH:7]=1)=[O:2].[OH-].[Na+:45].CC(C)=O.C(O)(C(F)(F)F)=O, predict the reaction product. The product is: [P:1]([O-:42])([O-:43])([O:3][CH2:4][O:5][C:6]1[CH:11]=[CH:10][CH:9]=[C:8]([C:12]2[N:13]=[C:14]3[N:18]([C:19]=2[C:20]2[CH:25]=[CH:24][N:23]=[C:22]([NH:26][C@@H:27]4[CH2:32][CH2:31][CH2:30][N:29]([S:33]([C:36]5[CH:40]=[CH:39][N:38]([CH3:41])[N:37]=5)(=[O:34])=[O:35])[CH2:28]4)[N:21]=2)[CH:17]=[CH:16][O:15]3)[CH:7]=1)=[O:2].[Na+:45].[Na+:45]. (2) Given the reactants [CH2:1]([N:8]1[C@@H:16]2[C@H:11]([C@H:12]([CH2:19][C:20]3[CH:25]=[CH:24][C:23]([O:26]C)=[C:22]([CH2:28][CH3:29])[CH:21]=3)[CH2:13][S:14](=[O:18])(=[O:17])[CH2:15]2)[O:10][C:9]1=[O:30])[C:2]1[CH:7]=[CH:6][CH:5]=[CH:4][CH:3]=1.B(Br)(Br)Br.N, predict the reaction product. The product is: [CH2:1]([N:8]1[C@@H:16]2[C@H:11]([C@H:12]([CH2:19][C:20]3[CH:25]=[CH:24][C:23]([OH:26])=[C:22]([CH2:28][CH3:29])[CH:21]=3)[CH2:13][S:14](=[O:18])(=[O:17])[CH2:15]2)[O:10][C:9]1=[O:30])[C:2]1[CH:7]=[CH:6][CH:5]=[CH:4][CH:3]=1. (3) Given the reactants ClC1C=C(C=CC=1)C(OO)=[O:6].[CH2:12]([C:15]1[CH:20]=[CH:19][C:18]([N+:21]([O-:23])=[O:22])=[CH:17][CH:16]=1)[CH:13]=[CH2:14], predict the reaction product. The product is: [N+:21]([C:18]1[CH:19]=[CH:20][C:15]([CH2:12][CH:13]2[CH2:14][O:6]2)=[CH:16][CH:17]=1)([O-:23])=[O:22]. (4) Given the reactants [OH-].[Na+].[C:3]1([C:9]2[N:10]=[C:11]([CH2:14][C:15]#[N:16])[S:12][CH:13]=2)[CH:8]=[CH:7][CH:6]=[CH:5][CH:4]=1.Br[CH2:18][CH2:19]Br, predict the reaction product. The product is: [C:3]1([C:9]2[N:10]=[C:11]([C:14]3([C:15]#[N:16])[CH2:19][CH2:18]3)[S:12][CH:13]=2)[CH:4]=[CH:5][CH:6]=[CH:7][CH:8]=1. (5) Given the reactants [F:1][C:2]1[CH:3]=[C:4]([CH2:8][C:9]#[N:10])[CH:5]=[CH:6][CH:7]=1.[CH3:11][N:12]([CH:14](OC)OC)[CH3:13], predict the reaction product. The product is: [CH3:11][N:12]([CH3:13])[CH:14]=[C:8]([C:4]1[CH:5]=[CH:6][CH:7]=[C:2]([F:1])[CH:3]=1)[C:9]#[N:10].